The task is: Predict which catalyst facilitates the given reaction.. This data is from Catalyst prediction with 721,799 reactions and 888 catalyst types from USPTO. (1) Reactant: [N-:1]=[N+:2]=[N-:3].[Na+].[NH4+].[Cl-].[Cl:7][C:8]1[CH:9]=[C:10]([CH:13]=[C:14]([N:16]2[CH2:21][CH2:20][CH:19]([NH:22][CH3:23])[CH2:18][CH2:17]2)[N:15]=1)[C:11]#[N:12]. Product: [Cl:7][C:8]1[N:15]=[C:14]([N:16]2[CH2:21][CH2:20][CH:19]([NH:22][CH3:23])[CH2:18][CH2:17]2)[CH:13]=[C:10]([C:11]2[NH:12][N:3]=[N:2][N:1]=2)[CH:9]=1. The catalyst class is: 3. (2) Reactant: [Cl:1][C:2]1[C:3]([F:22])=[C:4]([N:8]2[C:12]([S:13][C:14]3[CH:15]=[N:16][CH:17]=[CH:18][CH:19]=3)=[CH:11][C:10]([CH2:20][OH:21])=[N:9]2)[CH:5]=[CH:6][CH:7]=1. Product: [Cl:1][C:2]1[C:3]([F:22])=[C:4]([N:8]2[C:12]([S:13][C:14]3[CH:15]=[N:16][CH:17]=[CH:18][CH:19]=3)=[CH:11][C:10]([CH:20]=[O:21])=[N:9]2)[CH:5]=[CH:6][CH:7]=1. The catalyst class is: 661. (3) Reactant: [NH2:1][C:2]1[CH:7]=[CH:6][C:5]([CH2:8][CH2:9][NH2:10])=[CH:4][CH:3]=1.[C:11](O[C:11]([O:13][C:14]([CH3:17])([CH3:16])[CH3:15])=[O:12])([O:13][C:14]([CH3:17])([CH3:16])[CH3:15])=[O:12]. Product: [C:14]([O:13][C:11]([NH:10][CH2:9][CH2:8][C:5]1[CH:6]=[CH:7][C:2]([NH2:1])=[CH:3][CH:4]=1)=[O:12])([CH3:17])([CH3:16])[CH3:15]. The catalyst class is: 4. (4) Reactant: [F:1][C:2]1[CH:7]=[CH:6][C:5]([CH3:8])=[CH:4][C:3]=1[NH:9][C:10]([NH:12][C:13]1[CH:37]=[CH:36][C:16]([O:17][C:18]2[CH:23]=[CH:22][N:21]=[C:20]3[CH:24]=[C:25]([C:27]([NH:29][CH2:30][CH2:31][C:32]([O:34]C)=[O:33])=[O:28])[S:26][C:19]=23)=[CH:15][CH:14]=1)=[O:11].C1COCC1.CO.[OH-].[Na+].Cl. Product: [F:1][C:2]1[CH:7]=[CH:6][C:5]([CH3:8])=[CH:4][C:3]=1[NH:9][C:10]([NH:12][C:13]1[CH:37]=[CH:36][C:16]([O:17][C:18]2[CH:23]=[CH:22][N:21]=[C:20]3[CH:24]=[C:25]([C:27]([NH:29][CH2:30][CH2:31][C:32]([OH:34])=[O:33])=[O:28])[S:26][C:19]=23)=[CH:15][CH:14]=1)=[O:11]. The catalyst class is: 6. (5) Reactant: [CH3:1][NH:2][CH2:3][CH2:4][C:5]1[C:13]2[C:8](=[CH:9][CH:10]=[C:11]([CH3:14])[CH:12]=2)[N:7]([CH2:15][CH2:16][C:17]2[CH:18]=[N:19][C:20]([CH3:23])=[CH:21][CH:22]=2)[CH:6]=1.[C:24](O)(C(F)(F)F)=O.C=O.C1(N)C(F)=C(F)C(F)=C(N)C=1F.Cl.Cl.Cl.O1CCOCC1. Product: [CH3:1][N:2]1[CH2:3][CH2:4][C:5]2[C:13]3[C:8](=[CH:9][CH:10]=[C:11]([CH3:14])[CH:12]=3)[N:7]([CH2:15][CH2:16][C:17]3[CH:18]=[N:19][C:20]([CH3:23])=[CH:21][CH:22]=3)[C:6]=2[CH2:24]1. The catalyst class is: 10. (6) Reactant: [CH3:1][O:2][C:3]1[CH:4]=[C:5]2[C:9](=[CH:10][CH:11]=1)[C:8](=[O:12])[C:7](=[N:13]O)[CH2:6]2.C1(C)C=CC(S(Cl)(=O)=[O:22])=CC=1. Product: [C:7]([CH2:6][C:5]1[CH:4]=[C:3]([O:2][CH3:1])[CH:11]=[CH:10][C:9]=1[C:8]([OH:12])=[O:22])#[N:13]. The catalyst class is: 74. (7) Reactant: [NH2:1][C:2]1[CH:7]=[CH:6][CH:5]=[CH:4][N:3]=1.C(=O)([O-])O.[Na+].[CH3:13][O:14][CH2:15][N:16]1[C:21]2[CH:22]=[C:23]([C:26]([CH2:28]Br)=[O:27])[CH:24]=[CH:25][C:20]=2[S:19][C:18]2[N:30]=[CH:31][CH:32]=[N:33][C:17]1=2. Product: [N:3]1[CH:4]=[CH:5][CH:6]=[CH:7][C:2]=1[NH:1][CH2:28][C:26]([C:23]1[CH:24]=[CH:25][C:20]2[S:19][C:18]3[N:30]=[CH:31][CH:32]=[N:33][C:17]=3[N:16]([CH2:15][O:14][CH3:13])[C:21]=2[CH:22]=1)=[O:27]. The catalyst class is: 199. (8) Reactant: CC(C)([O-])C.[K+].[F:7][C:8]1[CH:13]=[CH:12][C:11]([C:14]#[C:15][C:16]2[C:17]([NH2:23])=[N:18][CH:19]=[C:20]([NH2:22])[CH:21]=2)=[CH:10][CH:9]=1.O. Product: [F:7][C:8]1[CH:13]=[CH:12][C:11]([C:14]2[NH:23][C:17]3=[N:18][CH:19]=[C:20]([NH2:22])[CH:21]=[C:16]3[CH:15]=2)=[CH:10][CH:9]=1. The catalyst class is: 60. (9) Reactant: [Li][CH3:2].C[Si](Cl)(C)C.[CH2:8]([O:10][C:11](=[O:28])[CH:12]=[CH:13][C@@H:14]1[CH2:18][C:17]([F:20])([F:19])[CH2:16][N:15]1[C:21]([O:23][C:24]([CH3:27])([CH3:26])[CH3:25])=[O:22])[CH3:9]. Product: [CH2:8]([O:10][C:11](=[O:28])[CH2:12][CH:13]([C@@H:14]1[CH2:18][C:17]([F:20])([F:19])[CH2:16][N:15]1[C:21]([O:23][C:24]([CH3:27])([CH3:26])[CH3:25])=[O:22])[CH3:2])[CH3:9]. The catalyst class is: 356.